From a dataset of Full USPTO retrosynthesis dataset with 1.9M reactions from patents (1976-2016). Predict the reactants needed to synthesize the given product. (1) The reactants are: [CH2:1]([NH2:5])[CH2:2][CH2:3][CH3:4].[CH:6](=O)[CH2:7][CH2:8][CH2:9][C:10](=O)[CH3:11]. Given the product [CH2:1]([N:5]1[C:10]([CH3:11])=[CH:9][CH:8]=[C:7]1[CH3:6])[CH2:2][CH2:3][CH3:4], predict the reactants needed to synthesize it. (2) Given the product [N:1]1([C:6]2[CH:11]=[CH:10][C:9]([O:12][C:44]3[C:45]([CH:47]=[C:48]([NH:52][C:53]4[C:62]5[C:57](=[CH:58][C:59]([O:65][CH2:66][CH2:67][O:68][CH3:69])=[C:60]([O:63][CH3:64])[CH:61]=5)[N:56]=[CH:55][N:54]=4)[C:49](=[O:51])[CH:50]=3)=[O:46])=[CH:8][CH:7]=2)[CH:5]=[CH:4][N:3]=[CH:2]1, predict the reactants needed to synthesize it. The reactants are: [N:1]1([C:6]2[CH:11]=[CH:10][C:9]([OH:12])=[CH:8][CH:7]=2)[CH:5]=[CH:4][N:3]=[CH:2]1.[Cl-].C(C([NH3+])(C(=O)CCCCCCC)C(=O)CCCCCCC)(=O)CCCCCCC.Cl[C:44]1[C:45]([CH:47]=[C:48]([NH:52][C:53]2[C:62]3[C:57](=[CH:58][C:59]([O:65][CH2:66][CH2:67][O:68][CH3:69])=[C:60]([O:63][CH3:64])[CH:61]=3)[N:56]=[CH:55][N:54]=2)[C:49](=[O:51])[CH:50]=1)=[O:46].O. (3) Given the product [F:11][C:12]1[C:19]([F:20])=[CH:18][CH:17]=[CH:16][C:13]=1[CH2:14][CH:4]([C:5](=[O:6])[CH3:7])[C:3]([O:9][CH3:10])=[O:8], predict the reactants needed to synthesize it. The reactants are: [H-].[Na+].[C:3]([O:9][CH3:10])(=[O:8])[CH2:4][C:5]([CH3:7])=[O:6].[F:11][C:12]1[C:19]([F:20])=[CH:18][CH:17]=[CH:16][C:13]=1[CH2:14]Br. (4) Given the product [Cl:1][C:2]1[CH:7]=[CH:6][C:5](/[CH:8]=[CH:9]/[CH2:10][N:11]2[CH2:12][CH2:13][N:14]([C:17]3[CH:22]=[C:21]([F:23])[CH:20]=[CH:19][C:18]=3[NH2:24])[CH2:15][CH2:16]2)=[CH:4][CH:3]=1, predict the reactants needed to synthesize it. The reactants are: [Cl:1][C:2]1[CH:7]=[CH:6][C:5](/[CH:8]=[CH:9]/[CH2:10][N:11]2[CH2:16][CH2:15][N:14]([C:17]3[CH:22]=[C:21]([F:23])[CH:20]=[CH:19][C:18]=3[N+:24]([O-])=O)[CH2:13][CH2:12]2)=[CH:4][CH:3]=1.S(S([O-])=O)([O-])=O.[Na+].[Na+]. (5) Given the product [Cl:34][C:35]1[N:40]=[C:39]([C:41]2[S:45][C:44]([N:46]3[CH2:47][CH2:48][O:49][CH2:50][CH2:51]3)=[N:43][C:42]=2[C:52]2[C:53]([F:59])=[C:54]([NH:55][S:66]([N:60]3[CH2:65][CH2:64][O:63][CH2:62][CH2:61]3)(=[O:68])=[O:67])[CH:56]=[CH:57][CH:58]=2)[CH:38]=[CH:37][N:36]=1, predict the reactants needed to synthesize it. The reactants are: ClC1N=C(C2SC(C(C)C)=NC=2C2C=C(NS(C3C(F)=CC=CC=3F)(=O)=O)C=CC=2)C=CN=1.[Cl:34][C:35]1[N:40]=[C:39]([C:41]2[S:45][C:44]([N:46]3[CH2:51][CH2:50][O:49][CH2:48][CH2:47]3)=[N:43][C:42]=2[C:52]2[C:53]([F:59])=[C:54]([CH:56]=[CH:57][CH:58]=2)[NH2:55])[CH:38]=[CH:37][N:36]=1.[N:60]1([S:66](Cl)(=[O:68])=[O:67])[CH2:65][CH2:64][O:63][CH2:62][CH2:61]1.